This data is from Reaction yield outcomes from USPTO patents with 853,638 reactions. The task is: Predict the reaction yield, written as a fraction of the theoretical maximum amount of product (1.0 means a 100% yield; for example, 0.34 means a 34% yield). (1) The reactants are [F:1][C:2]([F:8])([F:7])/[C:3](=[N:5]/[OH:6])/[NH2:4].[OH:9][C:10]1[CH:11]=[N:12][C:13]([N:16]2[CH2:21][CH2:20][N:19]([C:22]#N)[CH2:18][C@H:17]2[CH3:24])=[N:14][CH:15]=1. The catalyst is C1COCC1.C(OCC)(=O)C.C(O)C.[Cl-].[Zn+2].[Cl-].Cl. The product is [CH3:24][C@@H:17]1[CH2:18][N:19]([C:22]2[O:6][N:5]=[C:3]([C:2]([F:8])([F:7])[F:1])[N:4]=2)[CH2:20][CH2:21][N:16]1[C:13]1[N:12]=[CH:11][C:10]([OH:9])=[CH:15][N:14]=1. The yield is 0.580. (2) The reactants are [Br:1][C:2]1[CH:7]=[CH:6][C:5]([OH:8])=[CH:4][C:3]=1[CH3:9].[O:10]1[CH:15]=[CH:14][CH2:13][CH2:12][CH2:11]1. The catalyst is C(OCC)C. The product is [Br:1][C:2]1[CH:7]=[CH:6][C:5]([O:8][CH:11]2[CH2:12][CH2:13][CH2:14][CH2:15][O:10]2)=[CH:4][C:3]=1[CH3:9]. The yield is 0.570. (3) The reactants are C([N:8]1[C@@H:17]2[C@@H:12]([CH2:13][CH2:14][CH2:15][CH2:16]2)[N:11]([C:18]([O:20][C:21]([CH3:24])([CH3:23])[CH3:22])=[O:19])[CH2:10][CH2:9]1)C1C=CC=CC=1.[H][H]. The catalyst is [OH-].[OH-].[Pd+2].CCO. The product is [N:11]1([C:18]([O:20][C:21]([CH3:24])([CH3:23])[CH3:22])=[O:19])[C@H:12]2[C@H:17]([CH2:16][CH2:15][CH2:14][CH2:13]2)[NH:8][CH2:9][CH2:10]1. The yield is 0.960. (4) The reactants are C([O:3][C:4]([C:6]1[C:7]([C:17]([F:20])([F:19])[F:18])=[N:8][N:9]([C:11]2[CH:16]=[CH:15][CH:14]=[CH:13][CH:12]=2)[CH:10]=1)=[O:5])C.[OH-].[Na+]. The catalyst is CO. The product is [C:11]1([N:9]2[CH:10]=[C:6]([C:4]([OH:5])=[O:3])[C:7]([C:17]([F:19])([F:20])[F:18])=[N:8]2)[CH:12]=[CH:13][CH:14]=[CH:15][CH:16]=1. The yield is 0.890. (5) The reactants are Cl[C:2]([O:4][C:5]1[CH:10]=[CH:9][C:8]([CH2:11][C:12]2[CH:17]=[CH:16][C:15]([C:18]([F:21])([F:20])[F:19])=[CH:14][CH:13]=2)=[CH:7][CH:6]=1)=[O:3].[CH3:22][C:23]1[CH:24]=[CH:25][C:26]([CH2:29][CH:30]2[CH2:35][CH2:34][NH:33][CH2:32][CH2:31]2)=[N:27][CH:28]=1. No catalyst specified. The product is [F:19][C:18]([F:21])([F:20])[C:15]1[CH:16]=[CH:17][C:12]([CH2:11][C:8]2[CH:9]=[CH:10][C:5]([O:4][C:2]([N:33]3[CH2:34][CH2:35][CH:30]([CH2:29][C:26]4[CH:25]=[CH:24][C:23]([CH3:22])=[CH:28][N:27]=4)[CH2:31][CH2:32]3)=[O:3])=[CH:6][CH:7]=2)=[CH:13][CH:14]=1. The yield is 0.750. (6) The reactants are [CH:1]([N:4]1[CH2:9][CH2:8][CH:7]([NH:10][C:11]2[CH:12]=[C:13]([CH:16]=[CH:17][CH:18]=2)[CH:14]=O)[CH2:6][CH2:5]1)([CH3:3])[CH3:2].[NH2:19][C:20]1[CH:28]=[C:27]([O:29][CH3:30])[CH:26]=[C:25]([O:31][CH3:32])[C:21]=1[C:22]([NH2:24])=[O:23].S(=O)(O)[O-].[Na+]. The catalyst is CN(C)C(=O)C. The product is [CH:1]([N:4]1[CH2:9][CH2:8][CH:7]([NH:10][C:11]2[CH:12]=[C:13]([C:14]3[NH:24][C:22](=[O:23])[C:21]4[C:20](=[CH:28][C:27]([O:29][CH3:30])=[CH:26][C:25]=4[O:31][CH3:32])[N:19]=3)[CH:16]=[CH:17][CH:18]=2)[CH2:6][CH2:5]1)([CH3:3])[CH3:2]. The yield is 0.500. (7) The yield is 0.910. The product is [F:43][C:40]([F:41])([F:42])[C:38]1[CH:37]=[C:5]([C:6]([O:8][C@H:9]2[CH2:13][N:12]([C:14]([O:16][C:17]([CH3:20])([CH3:19])[CH3:18])=[O:15])[C@@H:11]([CH2:21][O:22][Si:23]([C:26]([CH3:29])([CH3:28])[CH3:27])([CH3:25])[CH3:24])[C@@H:10]2[C:30]2[CH:35]=[CH:34][C:33]([F:36])=[CH:32][CH:31]=2)=[CH2:46])[CH:4]=[C:3]([C:2]([F:45])([F:44])[F:1])[CH:39]=1. The catalyst is C1(C)C=CC=CC=1.[CH3-].C[Al+]C.[CH-]1C=CC=C1.[CH-]1C=CC=C1.[Cl-].[Ti+3]. The reactants are [F:1][C:2]([F:45])([F:44])[C:3]1[CH:4]=[C:5]([CH:37]=[C:38]([C:40]([F:43])([F:42])[F:41])[CH:39]=1)[C:6]([O:8][C@H:9]1[CH2:13][N:12]([C:14]([O:16][C:17]([CH3:20])([CH3:19])[CH3:18])=[O:15])[C@@H:11]([CH2:21][O:22][Si:23]([C:26]([CH3:29])([CH3:28])[CH3:27])([CH3:25])[CH3:24])[C@@H:10]1[C:30]1[CH:35]=[CH:34][C:33]([F:36])=[CH:32][CH:31]=1)=O.[CH2:46]1COCC1.